This data is from CYP3A4 inhibition data for predicting drug metabolism from PubChem BioAssay. The task is: Regression/Classification. Given a drug SMILES string, predict its absorption, distribution, metabolism, or excretion properties. Task type varies by dataset: regression for continuous measurements (e.g., permeability, clearance, half-life) or binary classification for categorical outcomes (e.g., BBB penetration, CYP inhibition). Dataset: cyp3a4_veith. (1) The compound is NCCOc1ccccn1. The result is 0 (non-inhibitor). (2) The molecule is CN1CCN(c2ncc3ncc(=O)n(-c4ccccc4)c3n2)CC1. The result is 0 (non-inhibitor).